From a dataset of NCI-60 drug combinations with 297,098 pairs across 59 cell lines. Regression. Given two drug SMILES strings and cell line genomic features, predict the synergy score measuring deviation from expected non-interaction effect. (1) Drug 1: C1=NNC2=C1C(=O)NC=N2. Drug 2: C(CN)CNCCSP(=O)(O)O. Cell line: HCC-2998. Synergy scores: CSS=2.82, Synergy_ZIP=-1.02, Synergy_Bliss=-1.22, Synergy_Loewe=2.15, Synergy_HSA=-2.26. (2) Drug 1: COC1=CC(=CC(=C1O)OC)C2C3C(COC3=O)C(C4=CC5=C(C=C24)OCO5)OC6C(C(C7C(O6)COC(O7)C8=CC=CS8)O)O. Drug 2: CC12CCC3C(C1CCC2OP(=O)(O)O)CCC4=C3C=CC(=C4)OC(=O)N(CCCl)CCCl.[Na+]. Cell line: SK-MEL-5. Synergy scores: CSS=17.9, Synergy_ZIP=-11.1, Synergy_Bliss=-4.18, Synergy_Loewe=-16.0, Synergy_HSA=-3.49. (3) Drug 1: CC1CCC2CC(C(=CC=CC=CC(CC(C(=O)C(C(C(=CC(C(=O)CC(OC(=O)C3CCCCN3C(=O)C(=O)C1(O2)O)C(C)CC4CCC(C(C4)OC)O)C)C)O)OC)C)C)C)OC. Drug 2: C1CN1C2=NC(=NC(=N2)N3CC3)N4CC4. Cell line: SF-539. Synergy scores: CSS=58.5, Synergy_ZIP=-0.547, Synergy_Bliss=3.50, Synergy_Loewe=4.65, Synergy_HSA=5.04. (4) Drug 1: C1=CC(=C2C(=C1NCCNCCO)C(=O)C3=C(C=CC(=C3C2=O)O)O)NCCNCCO. Drug 2: B(C(CC(C)C)NC(=O)C(CC1=CC=CC=C1)NC(=O)C2=NC=CN=C2)(O)O. Cell line: ACHN. Synergy scores: CSS=41.0, Synergy_ZIP=0.299, Synergy_Bliss=-2.65, Synergy_Loewe=-4.09, Synergy_HSA=-3.12. (5) Drug 1: COC1=C(C=C2C(=C1)N=CN=C2NC3=CC(=C(C=C3)F)Cl)OCCCN4CCOCC4. Drug 2: CC12CCC3C(C1CCC2=O)CC(=C)C4=CC(=O)C=CC34C. Cell line: NCI/ADR-RES. Synergy scores: CSS=35.4, Synergy_ZIP=-3.71, Synergy_Bliss=0.0123, Synergy_Loewe=-0.296, Synergy_HSA=1.72. (6) Drug 1: CC1=CC2C(CCC3(C2CCC3(C(=O)C)OC(=O)C)C)C4(C1=CC(=O)CC4)C. Drug 2: CN(C)C1=NC(=NC(=N1)N(C)C)N(C)C. Cell line: HOP-62. Synergy scores: CSS=-2.20, Synergy_ZIP=4.39, Synergy_Bliss=8.79, Synergy_Loewe=0.829, Synergy_HSA=1.81. (7) Drug 1: CC1CCC2CC(C(=CC=CC=CC(CC(C(=O)C(C(C(=CC(C(=O)CC(OC(=O)C3CCCCN3C(=O)C(=O)C1(O2)O)C(C)CC4CCC(C(C4)OC)O)C)C)O)OC)C)C)C)OC. Drug 2: CNC(=O)C1=NC=CC(=C1)OC2=CC=C(C=C2)NC(=O)NC3=CC(=C(C=C3)Cl)C(F)(F)F. Cell line: NCI/ADR-RES. Synergy scores: CSS=-0.876, Synergy_ZIP=-0.999, Synergy_Bliss=0.0981, Synergy_Loewe=-3.82, Synergy_HSA=-2.75.